From a dataset of Forward reaction prediction with 1.9M reactions from USPTO patents (1976-2016). Predict the product of the given reaction. Given the reactants [Br:1][C:2]1[CH:3]=[CH:4][C:5]([Cl:11])=[C:6]([CH:10]=1)[C:7](O)=O.[Cl:12][C:13]1[CH:18]=[CH:17][CH:16]=[CH:15][C:14]=1[O:19][CH2:20][CH3:21], predict the reaction product. The product is: [Br:1][C:2]1[CH:3]=[CH:4][C:5]([Cl:11])=[C:6]([CH2:7][C:17]2[CH:16]=[CH:15][C:14]([O:19][CH2:20][CH3:21])=[C:13]([Cl:12])[CH:18]=2)[CH:10]=1.